From a dataset of Peptide-MHC class II binding affinity with 134,281 pairs from IEDB. Regression. Given a peptide amino acid sequence and an MHC pseudo amino acid sequence, predict their binding affinity value. This is MHC class II binding data. (1) The peptide sequence is GPIVHDAIHRSAARS. The MHC is HLA-DQA10101-DQB10501 with pseudo-sequence HLA-DQA10101-DQB10501. The binding affinity (normalized) is 0. (2) The peptide sequence is AGSYAADLGYGPATP. The MHC is DRB1_1602 with pseudo-sequence DRB1_1602. The binding affinity (normalized) is 0.450. (3) The peptide sequence is KINDKCPSTGEAHLA. The MHC is DRB1_0701 with pseudo-sequence DRB1_0701. The binding affinity (normalized) is 0.0229. (4) The peptide sequence is VDIINRWQVVAPQLP. The MHC is DRB1_1001 with pseudo-sequence DRB1_1001. The binding affinity (normalized) is 0.576. (5) The binding affinity (normalized) is 0.162. The peptide sequence is MLGSNTMQRVVFVVLLLL. The MHC is DRB1_0401 with pseudo-sequence DRB1_0401.